Predict the product of the given reaction. From a dataset of Forward reaction prediction with 1.9M reactions from USPTO patents (1976-2016). Given the reactants Cl[C:2]1[N:7]=[CH:6][C:5]([CH2:8][NH:9][CH2:10][CH2:11][O:12][CH3:13])=[CH:4][CH:3]=1.O.[NH2:15][NH2:16], predict the reaction product. The product is: [NH:15]([C:2]1[N:7]=[CH:6][C:5]([CH2:8][NH:9][CH2:10][CH2:11][O:12][CH3:13])=[CH:4][CH:3]=1)[NH2:16].